From a dataset of Reaction yield outcomes from USPTO patents with 853,638 reactions. Predict the reaction yield, written as a fraction of the theoretical maximum amount of product (1.0 means a 100% yield; for example, 0.34 means a 34% yield). (1) The reactants are [N+:1]([C:4]1[S:8][C:7]([C:9]([OH:11])=O)=[CH:6][CH:5]=1)([O-:3])=[O:2].[NH2:12][C:13]1[CH:14]=[N:15][CH:16]=[CH:17][C:18]=1[OH:19].C([O-])([O-])=O.[Na+].[Na+]. The catalyst is O=S(Cl)Cl.N1C=CC=CC=1.O. The product is [OH:19][C:18]1[CH:17]=[CH:16][N:15]=[CH:14][C:13]=1[NH:12][C:9]([C:7]1[S:8][C:4]([N+:1]([O-:3])=[O:2])=[CH:5][CH:6]=1)=[O:11]. The yield is 0.920. (2) The reactants are [F:1][C:2]([F:24])([F:23])[C:3]1[CH:4]=[C:5]([C:13]2[N:17]=[CH:16][N:15](/[CH:18]=[CH:19]\[C:20](O)=[O:21])[N:14]=2)[CH:6]=[C:7]([C:9]([F:12])([F:11])[F:10])[CH:8]=1.[NH:25]([C:27]1[CH:32]=[CH:31][C:30]([CH3:33])=[CH:29][N:28]=1)[NH2:26].C(P1(=O)OP(CCC)(=O)OP(CCC)(=O)O1)CC.CCN(C(C)C)C(C)C. The catalyst is CCOC(C)=O.O. The product is [F:11][C:9]([F:12])([F:10])[C:7]1[CH:6]=[C:5]([C:13]2[N:17]=[CH:16][N:15](/[CH:18]=[CH:19]\[C:20]([NH:26][NH:25][C:27]3[CH:32]=[CH:31][C:30]([CH3:33])=[CH:29][N:28]=3)=[O:21])[N:14]=2)[CH:4]=[C:3]([C:2]([F:24])([F:23])[F:1])[CH:8]=1. The yield is 0.400. (3) The reactants are [C:1]1([C:7]2[C:11]([C:12]([F:15])([F:14])[F:13])=[C:10]([C:16]([OH:18])=O)[O:9][N:8]=2)[CH:6]=[CH:5][CH:4]=[CH:3][CH:2]=1.N1C=CC=CC=1.[F:25]C1N=C(F)N=C(F)N=1. The catalyst is ClCCl. The product is [C:1]1([C:7]2[C:11]([C:12]([F:15])([F:14])[F:13])=[C:10]([C:16]([F:25])=[O:18])[O:9][N:8]=2)[CH:6]=[CH:5][CH:4]=[CH:3][CH:2]=1. The yield is 0.960. (4) The reactants are [N:1]1[C:10]2[C:5](=[CH:6][C:7]([CH:11]=[CH:12][CH2:13][OH:14])=[CH:8][CH:9]=2)[CH:4]=[CH:3][CH:2]=1. The catalyst is CCO.[Pd]. The product is [N:1]1[C:10]2[C:5](=[CH:6][C:7]([CH2:11][CH2:12][CH2:13][OH:14])=[CH:8][CH:9]=2)[CH:4]=[CH:3][CH:2]=1. The yield is 0.530. (5) The reactants are [NH2:1][C@@H:2]([C:4](O)=[O:5])[CH3:3].[H-].[H-].[H-].[H-].[Li+].[Al+3].C1COCC1.[CH3:30][C:29]([O:28][C:26](O[C:26]([O:28][C:29]([CH3:32])([CH3:31])[CH3:30])=[O:27])=[O:27])([CH3:32])[CH3:31]. The catalyst is C(Cl)Cl. The product is [C:26]([C@@H:4]([OH:5])[CH:2]([NH2:1])[CH3:3])([O:28][C:29]([CH3:30])([CH3:31])[CH3:32])=[O:27]. The yield is 0.630. (6) The reactants are [NH2:1][C@@H:2]([CH2:12][S:13][C:14]1[CH:19]=[CH:18][CH:17]=[CH:16][CH:15]=1)[CH2:3][C:4]([N:6]1[CH2:11][CH2:10][O:9][CH2:8][CH2:7]1)=[O:5].CCN(C(C)C)C(C)C.F[C:30]1[CH:35]=[CH:34][C:33]([S:36]([NH2:39])(=[O:38])=[O:37])=[CH:32][C:31]=1[N+:40]([O-:42])=[O:41]. The catalyst is CN(C=O)C.CCOC(C)=O. The product is [O:9]1[CH2:10][CH2:11][N:6]([C:4](=[O:5])[CH2:3][C@@H:2]([NH:1][C:30]2[CH:35]=[CH:34][C:33]([S:36]([NH2:39])(=[O:38])=[O:37])=[CH:32][C:31]=2[N+:40]([O-:42])=[O:41])[CH2:12][S:13][C:14]2[CH:19]=[CH:18][CH:17]=[CH:16][CH:15]=2)[CH2:7][CH2:8]1. The yield is 0.830.